This data is from Peptide-MHC class II binding affinity with 134,281 pairs from IEDB. The task is: Regression. Given a peptide amino acid sequence and an MHC pseudo amino acid sequence, predict their binding affinity value. This is MHC class II binding data. (1) The peptide sequence is LWSPHQVNRAIKNET. The MHC is DRB1_0101 with pseudo-sequence DRB1_0101. The binding affinity (normalized) is 0.315. (2) The peptide sequence is QGVTAEITPQASTTE. The MHC is DRB3_0101 with pseudo-sequence DRB3_0101. The binding affinity (normalized) is 0. (3) The peptide sequence is KVRSHAAIGAYLEEQ. The MHC is HLA-DQA10501-DQB10303 with pseudo-sequence HLA-DQA10501-DQB10303. The binding affinity (normalized) is 0.512. (4) The peptide sequence is RTAFGGKYMRSGWGW. The MHC is DRB1_0101 with pseudo-sequence DRB1_0101. The binding affinity (normalized) is 0.174. (5) The peptide sequence is PKSRTRLNLDPLLNI. The MHC is DRB1_0101 with pseudo-sequence DRB1_0101. The binding affinity (normalized) is 0.604. (6) The peptide sequence is AVHVWLRLPAGRVEI. The MHC is DRB1_0405 with pseudo-sequence DRB1_0405. The binding affinity (normalized) is 0.644. (7) The peptide sequence is AFKVAANAANAAPAN. The MHC is DRB1_0701 with pseudo-sequence DRB1_0701. The binding affinity (normalized) is 0.451.